Dataset: Full USPTO retrosynthesis dataset with 1.9M reactions from patents (1976-2016). Task: Predict the reactants needed to synthesize the given product. (1) Given the product [CH2:7]([C:9]1[C:14]([CH2:15][OH:16])=[C:13]([CH2:20][CH3:21])[CH:12]=[CH:11][N:10]=1)[CH3:8], predict the reactants needed to synthesize it. The reactants are: [H-].[Al+3].[Li+].[H-].[H-].[H-].[CH2:7]([C:9]1[C:14]([C:15](OCC)=[O:16])=[C:13]([CH2:20][CH3:21])[CH:12]=[CH:11][N:10]=1)[CH3:8]. (2) Given the product [C:10]1([C@H:9]([NH:16][CH2:2][C:3]([O:5][CH2:6][CH3:7])=[O:4])[CH3:8])[CH:15]=[CH:14][CH:13]=[CH:12][CH:11]=1, predict the reactants needed to synthesize it. The reactants are: Br[CH2:2][C:3]([O:5][CH2:6][CH3:7])=[O:4].[CH3:8][C@@H:9]([NH2:16])[C:10]1[CH:15]=[CH:14][CH:13]=[CH:12][CH:11]=1.C(N(C(C)C)C(C)C)C. (3) The reactants are: [N:1]1[CH:6]=[CH:5][CH:4]=[C:3]([CH:7]=[C:8]2[C:13](=[O:14])[CH:12]3[CH2:15][CH2:16][N:9]2[CH2:10][CH2:11]3)[CH:2]=1.C[O-].[Na+].[N+:20]([CH3:23])([O-:22])=[O:21].Cl. Given the product [N:1]1[CH:6]=[CH:5][CH:4]=[C:3]([CH:7]([CH:8]2[C:13](=[O:14])[CH:12]3[CH2:11][CH2:10][N:9]2[CH2:16][CH2:15]3)[CH2:23][N+:20]([O-:22])=[O:21])[CH:2]=1, predict the reactants needed to synthesize it. (4) Given the product [C:22]([C:20]1[CH:21]=[C:16]([O:15][CH2:5][CH2:6][CH2:7][CH2:8][CH2:9][CH2:10][CH2:11][CH2:12][CH2:13][CH3:14])[C:17]([C:39]#[CH:40])=[CH:18][C:19]=1[O:28][CH2:29][CH2:30][CH2:31][CH2:32][CH2:33][CH2:34][CH2:35][CH2:36][CH2:37][CH3:38])#[CH:23], predict the reactants needed to synthesize it. The reactants are: CO.[OH-].[K+].[CH2:5]([O:15][C:16]1[CH:21]=[C:20]([C:22]#[C:23][Si](C)(C)C)[C:19]([O:28][CH2:29][CH2:30][CH2:31][CH2:32][CH2:33][CH2:34][CH2:35][CH2:36][CH2:37][CH3:38])=[CH:18][C:17]=1[C:39]#[C:40][Si](C)(C)C)[CH2:6][CH2:7][CH2:8][CH2:9][CH2:10][CH2:11][CH2:12][CH2:13][CH3:14]. (5) The reactants are: [Br:1][C:2]1[C:3]2[N:4]([C:9](=[O:12])[NH:10][N:11]=2)[CH:5]=[CH:6][C:7]=1[Cl:8].Cl[CH2:14][C:15]1[C:16]([CH3:25])=[N:17][C:18]([C:21]([F:24])([F:23])[F:22])=[CH:19][CH:20]=1.C(=O)([O-])[O-].[K+].[K+]. Given the product [Br:1][C:2]1[C:3]2[N:4]([C:9](=[O:12])[N:10]([CH2:14][C:15]3[C:16]([CH3:25])=[N:17][C:18]([C:21]([F:24])([F:22])[F:23])=[CH:19][CH:20]=3)[N:11]=2)[CH:5]=[CH:6][C:7]=1[Cl:8], predict the reactants needed to synthesize it. (6) Given the product [ClH:4].[NH2:5][C:6]1[NH:10][N:9]=[C:8]([NH:11][C:12]2[CH:17]=[C:16]([C:18]([F:20])([F:19])[F:21])[C:15]([C:22]3[CH:27]=[CH:26][C:25]([O:28][CH3:29])=[C:24]([S:30]([NH:33][CH:34]4[CH2:39][CH2:38][NH:37][CH2:36][CH2:35]4)(=[O:32])=[O:31])[CH:23]=3)=[C:14]([Cl:47])[CH:13]=2)[N:7]=1, predict the reactants needed to synthesize it. The reactants are: C([Cl:4])(=O)C.[NH2:5][C:6]1[NH:10][N:9]=[C:8]([NH:11][C:12]2[CH:17]=[C:16]([C:18]([F:21])([F:20])[F:19])[C:15]([C:22]3[CH:27]=[CH:26][C:25]([O:28][CH3:29])=[C:24]([S:30]([NH:33][CH:34]4[CH2:39][CH2:38][N:37](C(OC(C)(C)C)=O)[CH2:36][CH2:35]4)(=[O:32])=[O:31])[CH:23]=3)=[C:14]([Cl:47])[CH:13]=2)[N:7]=1.